The task is: Predict the reactants needed to synthesize the given product.. This data is from Full USPTO retrosynthesis dataset with 1.9M reactions from patents (1976-2016). (1) Given the product [C:23]1([CH:3]2[C:2]3=[N:30][NH:31][C:12](=[O:29])[C:10]4[CH:9]=[CH:8][CH:7]=[C:6]([C:11]=43)[NH:5][CH:4]2[C:17]2[CH:22]=[CH:21][N:20]=[CH:19][CH:18]=2)[CH:28]=[CH:27][CH:26]=[CH:25][CH:24]=1, predict the reactants needed to synthesize it. The reactants are: O=[C:2]1[C:11]2[C:10]([C:12](OCC)=O)=[CH:9][CH:8]=[CH:7][C:6]=2[NH:5][CH:4]([C:17]2[CH:22]=[CH:21][N:20]=[CH:19][CH:18]=2)[CH:3]1[C:23]1[CH:28]=[CH:27][CH:26]=[CH:25][CH:24]=1.[OH2:29].[NH2:30][NH2:31]. (2) Given the product [CH2:9]([O:11][C:12](=[O:17])[C:5]([CH3:6])([CH3:7])[CH:20]([CH3:24])[CH3:21])[CH3:10], predict the reactants needed to synthesize it. The reactants are: C([N-][CH:5]([CH3:7])[CH3:6])(C)C.[Li+].[CH2:9]([O:11][C:12](=[O:17])CC(C)C)[CH3:10].CI.[CH2:20]1[CH2:24]OC[CH2:21]1. (3) Given the product [Cl:5][C:6]1[CH:11]=[N:10][CH:9]=[C:8]([O:4][CH2:3][CH2:2][F:1])[N:7]=1, predict the reactants needed to synthesize it. The reactants are: [F:1][CH2:2][CH2:3][OH:4].[Cl:5][C:6]1[CH:11]=[N:10][CH:9]=[C:8](Cl)[N:7]=1. (4) Given the product [C:1]([NH:4][C:5]1[S:6][C:7]2[C:13]3[N:14]([C:20]4[CH:28]=[CH:27][C:23]([C:24]([N:60]([CH3:59])[C@H:61]5[CH2:62][CH2:63][C@@H:64]([N:67]6[CH2:71][CH2:70][CH2:69][CH2:68]6)[CH2:65][CH2:66]5)=[O:26])=[CH:22][C:21]=4[Cl:29])[N:15]=[C:16]([CH:17]4[CH2:18][CH2:19]4)[C:12]=3[CH2:11][CH2:10][C:8]=2[N:9]=1)(=[O:3])[CH3:2], predict the reactants needed to synthesize it. The reactants are: [C:1]([NH:4][C:5]1[S:6][C:7]2[C:13]3[N:14]([C:20]4[CH:28]=[CH:27][C:23]([C:24]([OH:26])=O)=[CH:22][C:21]=4[Cl:29])[N:15]=[C:16]([CH:17]4[CH2:19][CH2:18]4)[C:12]=3[CH2:11][CH2:10][C:8]=2[N:9]=1)(=[O:3])[CH3:2].F[B-](F)(F)F.N1(OC(N(C)C)=[N+](C)C)C2C=CC=CC=2N=N1.C(N(CC)CC)C.[CH3:59][NH:60][C@H:61]1[CH2:66][CH2:65][C@@H:64]([N:67]2[CH2:71][CH2:70][CH2:69][CH2:68]2)[CH2:63][CH2:62]1. (5) Given the product [F:16][C:13]1[C:14]([CH3:15])=[C:5]([OH:4])[C:6]([CH3:19])=[C:7]2[C:12]=1[O:11][C:10]([CH3:17])([CH3:18])[CH2:9][CH2:8]2, predict the reactants needed to synthesize it. The reactants are: C([O:4][C:5]1[C:6]([CH3:19])=[C:7]2[C:12](=[C:13]([F:16])[C:14]=1[CH3:15])[O:11][C:10]([CH3:18])([CH3:17])[CH2:9][CH2:8]2)(=O)C.C([O-])([O-])=O.[K+].[K+].O.Cl. (6) The reactants are: [NH2:1]/[C:2](=[N:4]\[O:5][C:6](=O)[C@@H:7]([NH:12][C:13]([C:15]1[N:16]=[C:17]([C:31]2[CH:36]=[CH:35][CH:34]=[CH:33][CH:32]=2)[N:18]2[CH2:23][CH2:22][N:21]([C:24]([O:26][C:27]([CH3:30])([CH3:29])[CH3:28])=[O:25])[CH2:20][C:19]=12)=[O:14])[C:8]([CH3:11])([CH3:10])[CH3:9])/[CH3:3]. Given the product [CH3:10][C:8]([CH3:9])([CH3:11])[C@H:7]([NH:12][C:13]([C:15]1[N:16]=[C:17]([C:31]2[CH:32]=[CH:33][CH:34]=[CH:35][CH:36]=2)[N:18]2[CH2:23][CH2:22][N:21]([C:24]([O:26][C:27]([CH3:28])([CH3:29])[CH3:30])=[O:25])[CH2:20][C:19]=12)=[O:14])[C:6]1[O:5][N:4]=[C:2]([CH3:3])[N:1]=1, predict the reactants needed to synthesize it. (7) The reactants are: Cl.C[O:3][C:4](=[O:39])[C:5]1[CH:10]=[CH:9][C:8]([CH2:11][O:12][C:13]2[CH:18]=[CH:17][C:16]([CH2:19][C@H:20]([NH2:38])[C:21]3[N:22]([CH2:34][CH2:35][CH2:36][CH3:37])[CH:23]=[C:24]([C:26]4[CH:31]=[CH:30][C:29]([Cl:32])=[CH:28][C:27]=4[Cl:33])[N:25]=3)=[CH:15][CH:14]=2)=[CH:7][CH:6]=1.[NH:40]1[C:48]2[C:43](=[CH:44][CH:45]=[CH:46][CH:47]=2)[C:42](CCCC(O)=O)=[CH:41]1. Given the product [CH2:34]([N:22]1[CH:23]=[C:24]([C:26]2[CH:31]=[CH:30][C:29]([Cl:32])=[CH:28][C:27]=2[Cl:33])[N:25]=[C:21]1[C@@H:20]([NH:38][C:4](=[O:3])[CH2:5][CH2:6][CH2:7][C:41]1[NH:40][C:48]2[C:43]([CH:42]=1)=[CH:44][CH:45]=[CH:46][CH:47]=2)[CH2:19][C:16]1[CH:17]=[CH:18][C:13]([O:12][CH2:11][C:8]2[CH:9]=[CH:10][C:5]([C:4]([OH:3])=[O:39])=[CH:6][CH:7]=2)=[CH:14][CH:15]=1)[CH2:35][CH2:36][CH3:37], predict the reactants needed to synthesize it.